Dataset: Forward reaction prediction with 1.9M reactions from USPTO patents (1976-2016). Task: Predict the product of the given reaction. (1) The product is: [F:20][C:21]1[CH:22]=[C:23]([CH:24]=[C:25]([C:2]2[CH:3]=[CH:4][C:5]3[NH:11][C:10](=[O:12])[CH2:9][O:8][C:7]([CH3:18])([C:13]4[S:14][CH:15]=[CH:16][CH:17]=4)[C:6]=3[CH:19]=2)[CH:26]=1)[C:30]#[N:31]. Given the reactants Br[C:2]1[CH:3]=[CH:4][C:5]2[NH:11][C:10](=[O:12])[CH2:9][O:8][C:7]([CH3:18])([C:13]3[S:14][CH:15]=[CH:16][CH:17]=3)[C:6]=2[CH:19]=1.[F:20][C:21]1[CH:22]=[C:23]([C:30]#[N:31])[CH:24]=[C:25](B(O)O)[CH:26]=1, predict the reaction product. (2) Given the reactants Cl.Cl.[NH2:3][C:4]1[N:9]=[CH:8][N:7]=[C:6]2[N:10]([CH:14]([C:16]3[CH:17]=[C:18]([Cl:29])[C:19]([C:27]#[N:28])=[C:20]4[C:26]=3[O:25][CH2:24][CH2:23][NH:22][CH2:21]4)[CH3:15])[N:11]=[C:12]([CH3:13])[C:5]=12.O=[C:31]1[CH2:34][N:33]([C:35]([O:37][C:38]([CH3:41])([CH3:40])[CH3:39])=[O:36])[CH2:32]1.C([BH3-])#N.[Na+], predict the reaction product. The product is: [NH2:3][C:4]1[N:9]=[CH:8][N:7]=[C:6]2[N:10]([CH:14]([C:16]3[C:26]4[O:25][CH2:24][CH2:23][N:22]([CH:31]5[CH2:32][N:33]([C:35]([O:37][C:38]([CH3:41])([CH3:40])[CH3:39])=[O:36])[CH2:34]5)[CH2:21][C:20]=4[C:19]([C:27]#[N:28])=[C:18]([Cl:29])[CH:17]=3)[CH3:15])[N:11]=[C:12]([CH3:13])[C:5]=12. (3) Given the reactants [C:1]1(=[N:7][OH:8])[CH2:6][CH2:5][CH2:4][CH2:3]C1.ClCl.C([O-])([O-])=O.[Na+].[Na+].Cl[C:18]([O:20][CH2:21][C:22]1[CH:27]=[CH:26][CH:25]=[CH:24][CH:23]=1)=[O:19].C1CC=CC=1, predict the reaction product. The product is: [CH:4]12[CH2:3][CH:1]([CH:6]=[CH:5]1)[N:7]([C:18]([O:20][CH2:21][C:22]1[CH:27]=[CH:26][CH:25]=[CH:24][CH:23]=1)=[O:19])[O:8]2. (4) Given the reactants [C:1]1([N:7]2[CH2:12][CH2:11][N:10]([CH2:13][C:14]3[CH:19]=[CH:18][C:17]([C:20]4(C(O)=O)[CH2:22][CH2:21]4)=[CH:16][CH:15]=3)[CH2:9][CH2:8]2)[CH:6]=[CH:5][CH:4]=[CH:3][CH:2]=1.C(Cl)(=O)[O:27][CH2:28][CH3:29].[N-:32]=[N+]=[N-].[Na+].C[Mg]Br, predict the reaction product. The product is: [C:1]1([N:7]2[CH2:8][CH2:9][N:10]([CH2:13][C:14]3[CH:19]=[CH:18][C:17]([C:20]4([NH:32][C:28](=[O:27])[CH3:29])[CH2:22][CH2:21]4)=[CH:16][CH:15]=3)[CH2:11][CH2:12]2)[CH:6]=[CH:5][CH:4]=[CH:3][CH:2]=1.